From a dataset of Forward reaction prediction with 1.9M reactions from USPTO patents (1976-2016). Predict the product of the given reaction. Given the reactants [Br:1][C:2]1[CH:3]=[C:4]([CH:32]=[CH:33][C:34]=1[C:35]1[N:39]([CH3:40])[N:38]=[CH:37][CH:36]=1)[C:5]([NH:7][C@@H:8]([CH2:21][C:22]1[CH:27]=[CH:26][CH:25]=[CH:24][C:23]=1[C:28]([F:31])([F:30])[F:29])[CH2:9][N:10]1C(=O)C2C(=CC=CC=2)C1=O)=[O:6].NN, predict the reaction product. The product is: [NH2:10][CH2:9][C@@H:8]([NH:7][C:5](=[O:6])[C:4]1[CH:32]=[CH:33][C:34]([C:35]2[N:39]([CH3:40])[N:38]=[CH:37][CH:36]=2)=[C:2]([Br:1])[CH:3]=1)[CH2:21][C:22]1[CH:27]=[CH:26][CH:25]=[CH:24][C:23]=1[C:28]([F:31])([F:30])[F:29].